From a dataset of Reaction yield outcomes from USPTO patents with 853,638 reactions. Predict the reaction yield, written as a fraction of the theoretical maximum amount of product (1.0 means a 100% yield; for example, 0.34 means a 34% yield). (1) The yield is 0.620. The catalyst is O1CCCC1. The reactants are [CH2:1]([O:3][C:4]1[CH:9]=[C:8]([CH2:10][C:11]2[CH:16]=[CH:15][CH:14]=[CH:13][N:12]=2)[CH:7]=[CH:6][C:5]=1[CH2:17][CH2:18][CH2:19][OH:20])[CH3:2].O[C:22]1[C:27]([O:28][CH3:29])=[CH:26][CH:25]=[CH:24][C:23]=1[CH2:30][C:31]([O:33]C)=[O:32].C(P(CCCC)CCCC)CCC.N(C(N1CCCCC1)=O)=NC(N1CCCCC1)=O.O1CCCC1CO.[OH-].[Na+].Cl. The product is [CH2:1]([O:3][C:4]1[CH:9]=[C:8]([CH2:10][C:11]2[CH:16]=[CH:15][CH:14]=[CH:13][N:12]=2)[CH:7]=[CH:6][C:5]=1[CH2:17][CH2:18][CH2:19][O:20][C:22]1[C:27]([O:28][CH3:29])=[CH:26][CH:25]=[CH:24][C:23]=1[CH2:30][C:31]([OH:33])=[O:32])[CH3:2]. (2) The reactants are Br[C:2]1[CH:3]=[CH:4][C:5]([F:23])=[C:6]([C:8]2[N:13]=[C:12]([C:14]([O:16][CH3:17])=[O:15])[C:11]([NH:18][CH2:19][CH2:20][O:21][CH3:22])=[N:10][CH:9]=2)[CH:7]=1.[C:24]([C@:26]1([OH:33])[CH2:30][CH2:29][N:28]([CH3:31])[C:27]1=[O:32])#[CH:25]. No catalyst specified. The product is [F:23][C:5]1[CH:4]=[CH:3][C:2]([C:25]#[C:24][C@:26]2([OH:33])[CH2:30][CH2:29][N:28]([CH3:31])[C:27]2=[O:32])=[CH:7][C:6]=1[C:8]1[N:13]=[C:12]([C:14]([O:16][CH3:17])=[O:15])[C:11]([NH:18][CH2:19][CH2:20][O:21][CH3:22])=[N:10][CH:9]=1. The yield is 0.890. (3) The reactants are [OH:1][C@H:2]([CH2:6][C:7]1[CH:12]=[CH:11][CH:10]=[CH:9][CH:8]=1)[C:3](O)=[O:4].B.C1COCC1. The catalyst is C1COCC1. The product is [C:7]1([CH2:6][C@@H:2]([OH:1])[CH2:3][OH:4])[CH:12]=[CH:11][CH:10]=[CH:9][CH:8]=1. The yield is 0.940. (4) The reactants are C1(P(C2C=CC=CC=2)C2C=CC=CC=2)C=CC=CC=1.Br[C:21]1[CH:26]=[C:25]([NH2:27])[CH:24]=[CH:23][N:22]=1.C([Sn](CCCC)(CCCC)[CH:33]=[CH:34][C:35]1[CH:40]=[CH:39][CH:38]=[CH:37][CH:36]=1)CCC. The catalyst is CN(C=O)C.C([O-])(=O)C.[Pd+2].C([O-])(=O)C. The product is [CH:33](/[C:21]1[CH:26]=[C:25]([NH2:27])[CH:24]=[CH:23][N:22]=1)=[CH:34]\[C:35]1[CH:40]=[CH:39][CH:38]=[CH:37][CH:36]=1. The yield is 0.390. (5) The reactants are [NH2:1][C:2]1[CH:18]=[CH:17][CH:16]=[C:15]([S:19][C:20]2[CH:25]=[CH:24][C:23]([N+:26]([O-:28])=[O:27])=[CH:22][CH:21]=2)[C:3]=1[C:4]([NH:6][C:7]1[CH:12]=[CH:11][CH:10]=[CH:9][C:8]=1[O:13][CH3:14])=[O:5].[OH:29][S:30]([OH:33])(=[O:32])=[O:31]. The catalyst is CC(=O)OCC. The product is [S:30]([OH:33])([OH:32])(=[O:31])=[O:29].[NH2:1][C:2]1[CH:18]=[CH:17][CH:16]=[C:15]([S:19][C:20]2[CH:21]=[CH:22][C:23]([N+:26]([O-:28])=[O:27])=[CH:24][CH:25]=2)[C:3]=1[C:4]([NH:6][C:7]1[CH:12]=[CH:11][CH:10]=[CH:9][C:8]=1[O:13][CH3:14])=[O:5]. The yield is 0.720. (6) The reactants are [Cl:1][C:2]1[C:3]2[C:4]3[CH:5]([CH2:15][C:16]([O:18][CH2:19][CH3:20])=[O:17])[CH2:6][CH2:7][CH2:8][C:9]=3[S:10][C:11]=2[N:12]=[CH:13][N:14]=1.CCO. The catalyst is CO. The product is [Cl:1][C:2]1[C:3]2[C:4]3[C@@H:5]([CH2:15][C:16]([O:18][CH2:19][CH3:20])=[O:17])[CH2:6][CH2:7][CH2:8][C:9]=3[S:10][C:11]=2[N:12]=[CH:13][N:14]=1.[Cl:1][C:2]1[C:3]2[C:4]3[C@H:5]([CH2:15][C:16]([O:18][CH2:19][CH3:20])=[O:17])[CH2:6][CH2:7][CH2:8][C:9]=3[S:10][C:11]=2[N:12]=[CH:13][N:14]=1. The yield is 0.370. (7) The reactants are [OH:1][C@@H:2]([CH2:22][OH:23])[C@H:3]([NH:14][C:15](=[O:21])[O:16][C:17]([CH3:20])([CH3:19])[CH3:18])[C:4]1[CH:9]=[CH:8][C:7]([C:10]([F:13])([F:12])[F:11])=[CH:6][CH:5]=1.N1C=CN=C1.[Si:29](Cl)([C:32]([CH3:35])([CH3:34])[CH3:33])([CH3:31])[CH3:30]. The product is [Si:29]([O:23][CH2:22][C@H:2]([OH:1])[C@H:3]([NH:14][C:15](=[O:21])[O:16][C:17]([CH3:18])([CH3:19])[CH3:20])[C:4]1[CH:9]=[CH:8][C:7]([C:10]([F:13])([F:12])[F:11])=[CH:6][CH:5]=1)([C:32]([CH3:35])([CH3:34])[CH3:33])([CH3:31])[CH3:30]. The yield is 0.950. The catalyst is CN(C=O)C. (8) The reactants are [C:1]([C:3]1[CH:4]=[C:5]([CH:27]=[CH:28][CH:29]=1)[C:6]([NH:8][C:9]1[N:10]([CH2:22][CH2:23][CH2:24][O:25][CH3:26])[C:11]2[C:17]([C:18]([O:20]C)=[O:19])=[CH:16][CH:15]=[CH:14][C:12]=2[N:13]=1)=[O:7])#[N:2].[OH-].[K+]. The catalyst is CO.O. The product is [C:1]([C:3]1[CH:4]=[C:5]([CH:27]=[CH:28][CH:29]=1)[C:6]([NH:8][C:9]1[N:10]([CH2:22][CH2:23][CH2:24][O:25][CH3:26])[C:11]2[C:17]([C:18]([OH:20])=[O:19])=[CH:16][CH:15]=[CH:14][C:12]=2[N:13]=1)=[O:7])#[N:2]. The yield is 0.830. (9) The reactants are [NH2:1][C:2]1[CH:3]=[C:4]([N:8]2[C:12]3=[N:13][CH:14]=[N:15][C:16]([NH2:17])=[C:11]3[CH:10]=[N:9]2)[CH:5]=[CH:6][CH:7]=1.[CH2:18]([S:22](Cl)(=[O:24])=[O:23])[CH2:19][CH2:20][CH3:21].N1C=CC=CC=1.CN(C=O)C. The catalyst is CO. The product is [NH2:17][C:16]1[N:15]=[CH:14][N:13]=[C:12]2[N:8]([C:4]3[CH:3]=[C:2]([NH:1][S:22]([CH2:18][CH2:19][CH2:20][CH3:21])(=[O:24])=[O:23])[CH:7]=[CH:6][CH:5]=3)[N:9]=[CH:10][C:11]=12. The yield is 0.570.